Dataset: Blood-brain barrier permeability classification from the B3DB database. Task: Regression/Classification. Given a drug SMILES string, predict its absorption, distribution, metabolism, or excretion properties. Task type varies by dataset: regression for continuous measurements (e.g., permeability, clearance, half-life) or binary classification for categorical outcomes (e.g., BBB penetration, CYP inhibition). Dataset: b3db_classification. (1) The molecule is CN1CCN2c3ncccc3Cc3ccccc3[C@H]2C1. The result is 1 (penetrates BBB). (2) The molecule is C=CC[C@H](N)c1ccccc1-c1noc2ccccc12. The result is 1 (penetrates BBB). (3) The compound is Cc1cnn(-c2c(Cl)cccc2Cl)c1C(=O)NC1C(=O)N2C1SC(C)(C)C2C(=O)O. The result is 0 (does not penetrate BBB). (4) The molecule is CC(C)=CCN1Cc2cc(Cl)cc3[nH]c(=S)n(c23)CC1C. The result is 1 (penetrates BBB). (5) The compound is CN(N=O)C(=O)N[C@H]1[C@@H](O)O[C@@H](CO)[C@@H](O)[C@H]1O. The result is 0 (does not penetrate BBB). (6) The compound is Cc1ccc(C(=O)NCC2CN=C(c3ccc(F)cc3)c3ccc(C)cc3N2C)cc1. The result is 1 (penetrates BBB).